The task is: Regression. Given a peptide amino acid sequence and an MHC pseudo amino acid sequence, predict their binding affinity value. This is MHC class I binding data.. This data is from Peptide-MHC class I binding affinity with 185,985 pairs from IEDB/IMGT. (1) The peptide sequence is FSFFMNENF. The MHC is HLA-B15:17 with pseudo-sequence HLA-B15:17. The binding affinity (normalized) is 1.00. (2) The peptide sequence is ILHAYCGIK. The MHC is HLA-A68:01 with pseudo-sequence HLA-A68:01. The binding affinity (normalized) is 0.304. (3) The peptide sequence is ISLWGSLLK. The MHC is HLA-A02:16 with pseudo-sequence HLA-A02:16. The binding affinity (normalized) is 0.0847.